From a dataset of Catalyst prediction with 721,799 reactions and 888 catalyst types from USPTO. Predict which catalyst facilitates the given reaction. (1) Reactant: [OH:1][C:2]1[CH:15]=[CH:14][C:13]2[S:12][C:11]3[C:6](=[CH:7][CH:8]=[CH:9][CH:10]=3)[C:5](=[O:16])[C:4]=2[CH:3]=1.C([O-])([O-])=O.[K+].[K+].Cl[CH2:24][CH2:25][C:26](Cl)=[O:27]. Product: [O:16]=[C:5]1[C:4]2[CH:3]=[C:2]([O:1][C:26](=[O:27])[CH:25]=[CH2:24])[CH:15]=[CH:14][C:13]=2[S:12][C:11]2[C:6]1=[CH:7][CH:8]=[CH:9][CH:10]=2. The catalyst class is: 21. (2) Reactant: [N+:1]([C:4]1[CH:9]=[C:8]([B:10]2[O:14][C:13]([CH3:16])([CH3:15])[C:12]([CH3:18])([CH3:17])[O:11]2)[CH:7]=[CH:6][C:5]=1[NH2:19])([O-])=O. Product: [CH3:15][C:13]1([CH3:16])[C:12]([CH3:17])([CH3:18])[O:11][B:10]([C:8]2[CH:9]=[C:4]([NH2:1])[C:5]([NH2:19])=[CH:6][CH:7]=2)[O:14]1. The catalyst class is: 181. (3) Reactant: [CH:1]1[C:14]2[C:15]3=[C:16]4[C:11](=[CH:12][CH:13]=2)[CH:10]=[CH:9][CH:8]=[C:7]4[CH:6]=[CH:5][C:4]3=[CH:3][CH:2]=1.[C:17](Cl)([CH3:20])([CH3:19])[CH3:18].[Cl-].[Al+3].[Cl-].[Cl-]. Product: [C:17]([C:9]1[CH:10]=[C:11]2[C:16]3=[C:15]4[C:4]([CH:3]=[CH:2][CH:1]=[C:14]4[CH:13]=[CH:12]2)=[CH:5][CH:6]=[C:7]3[CH:8]=1)([CH3:20])([CH3:19])[CH3:18]. The catalyst class is: 4. (4) Reactant: Cl[C:2]1[N:11]=[C:10]([N:12]2[CH2:17][CH2:16][O:15][CH2:14][CH2:13]2)[C:9]2[C:4](=[CH:5][C:6]([C:18]3[O:19][C:20]([CH3:23])=[CH:21][CH:22]=3)=[CH:7][CH:8]=2)[N:3]=1.[O:24]=[C:25]1[CH2:29][CH2:28][CH2:27][N:26]1[C:30]1[CH:35]=[CH:34][C:33]([NH:36][C:37]([NH:39][C:40]2[CH:45]=[CH:44][C:43](B3OC(C)(C)C(C)(C)O3)=[CH:42][CH:41]=2)=[O:38])=[CH:32][CH:31]=1.C(=O)([O-])[O-].[Cs+].[Cs+].C1(C)C=CC=CC=1. Product: [CH3:23][C:20]1[O:19][C:18]([C:6]2[CH:5]=[C:4]3[C:9]([C:10]([N:12]4[CH2:17][CH2:16][O:15][CH2:14][CH2:13]4)=[N:11][C:2]([C:43]4[CH:44]=[CH:45][C:40]([NH:39][C:37]([NH:36][C:33]5[CH:34]=[CH:35][C:30]([N:26]6[CH2:27][CH2:28][CH2:29][C:25]6=[O:24])=[CH:31][CH:32]=5)=[O:38])=[CH:41][CH:42]=4)=[N:3]3)=[CH:8][CH:7]=2)=[CH:22][CH:21]=1. The catalyst class is: 315. (5) Reactant: [CH2:1]([N:3]1[CH:7]=[C:6]([C:8]2[CH:13]=[CH:12][N:11]=[C:10]3[NH:14][C:15]([C:17]([OH:19])=O)=[CH:16][C:9]=23)[C:5]([C:20]2[CH:25]=[CH:24][C:23]([N+:26]([O-:28])=[O:27])=[CH:22][CH:21]=2)=[N:4]1)[CH3:2].[CH3:29][N:30]1[CH2:35][CH2:34][N:33]([CH2:36][CH2:37][NH2:38])[CH2:32][CH2:31]1.Cl.CN(C)CCCN=C=NCC. Product: [CH2:1]([N:3]1[CH:7]=[C:6]([C:8]2[CH:13]=[CH:12][N:11]=[C:10]3[NH:14][C:15]([C:17]([NH:38][CH2:37][CH2:36][N:33]4[CH2:34][CH2:35][N:30]([CH3:29])[CH2:31][CH2:32]4)=[O:19])=[CH:16][C:9]=23)[C:5]([C:20]2[CH:25]=[CH:24][C:23]([N+:26]([O-:28])=[O:27])=[CH:22][CH:21]=2)=[N:4]1)[CH3:2]. The catalyst class is: 9. (6) Reactant: [Cl:1][C:2]1[N:7]=[CH:6][C:5]([NH:8][C:9]([C:11]2[CH:16]=[C:15]([CH3:17])[C:14](=[O:18])[N:13]([CH3:19])[CH:12]=2)=O)=[C:4]([NH:20][CH:21]([C:23]2[CH:28]=[CH:27][CH:26]=[CH:25][N:24]=2)[CH3:22])[CH:3]=1. Product: [Cl:1][C:2]1[N:7]=[CH:6][C:5]2[N:8]=[C:9]([C:11]3[CH:16]=[C:15]([CH3:17])[C:14](=[O:18])[N:13]([CH3:19])[CH:12]=3)[N:20]([CH:21]([C:23]3[CH:28]=[CH:27][CH:26]=[CH:25][N:24]=3)[CH3:22])[C:4]=2[CH:3]=1. The catalyst class is: 15. (7) Reactant: [Cl:1][C:2]1[C:7]([N:8]2[CH2:13][CH2:12][CH:11]([C:14]3[CH:19]=[CH:18][CH:17]=[CH:16][C:15]=3[F:20])[CH2:10][CH2:9]2)=[CH:6][N:5]=[N:4][C:3]=1[NH:21][NH:22][C:23](=O)[CH2:24][C:25]([F:28])([F:27])[F:26].P(Cl)(Cl)(Cl)=O. Product: [Cl:1][C:2]1[C:3]2[N:4]([C:23]([CH2:24][C:25]([F:28])([F:27])[F:26])=[N:22][N:21]=2)[N:5]=[CH:6][C:7]=1[N:8]1[CH2:13][CH2:12][CH:11]([C:14]2[CH:19]=[CH:18][CH:17]=[CH:16][C:15]=2[F:20])[CH2:10][CH2:9]1. The catalyst class is: 10. (8) Reactant: [CH:1]1([NH:4][CH2:5][C:6]([C:17]2[CH:22]=[CH:21][C:20]([F:23])=[CH:19][CH:18]=2)=[CH:7][C:8]2[CH:16]=[CH:15][C:11]([C:12]([OH:14])=O)=[CH:10][CH:9]=2)[CH2:3][CH2:2]1.CCN=C=NCCCN(C)C.Cl.[CH:36]1[CH:37]=[CH:38][C:39]2[N:44](O)N=[N:42][C:40]=2[CH:41]=1.O. Product: [NH2:42][C:40]1[CH:41]=[CH:36][CH:37]=[CH:38][C:39]=1[NH:44][C:12](=[O:14])[C:11]1[CH:15]=[CH:16][C:8]([CH:7]=[C:6]([C:17]2[CH:18]=[CH:19][C:20]([F:23])=[CH:21][CH:22]=2)[CH2:5][NH:4][CH:1]2[CH2:2][CH2:3]2)=[CH:9][CH:10]=1. The catalyst class is: 3. (9) Reactant: Br[CH2:2][CH2:3][O:4][C:5]1[CH:10]=[C:9]([S:11]([CH3:14])(=[O:13])=[O:12])[CH:8]=[C:7]([Cl:15])[CH:6]=1.[CH2:16]([NH2:19])[CH2:17][CH3:18].Cl. Product: [Cl:15][C:7]1[CH:6]=[C:5]([CH:10]=[C:9]([S:11]([CH3:14])(=[O:13])=[O:12])[CH:8]=1)[O:4][CH2:3][CH2:2][NH:19][CH2:16][CH2:17][CH3:18]. The catalyst class is: 8.